From a dataset of Reaction yield outcomes from USPTO patents with 853,638 reactions. Predict the reaction yield, written as a fraction of the theoretical maximum amount of product (1.0 means a 100% yield; for example, 0.34 means a 34% yield). The reactants are [Br:1][C:2]1[C:3]([N+:16]([O-])=O)=[CH:4][C:5]2[O:9][CH:8]=[C:7]([C:10]([O:12][CH2:13][CH3:14])=[O:11])[C:6]=2[CH:15]=1.[NH4+].[Cl-]. The catalyst is CO.C1COCC1.O.[Fe]. The product is [NH2:16][C:3]1[C:2]([Br:1])=[CH:15][C:6]2[C:7]([C:10]([O:12][CH2:13][CH3:14])=[O:11])=[CH:8][O:9][C:5]=2[CH:4]=1. The yield is 0.680.